Task: Predict the product of the given reaction.. Dataset: Forward reaction prediction with 1.9M reactions from USPTO patents (1976-2016) Given the reactants [CH:1]1([C:4]([N:6]2[CH2:10][CH2:9][C@@H:8]([C:11]#[N:12])[CH2:7]2)=[O:5])[CH2:3][CH2:2]1.N.C1(C(N2CC[C@@H](CNC[C@@H]3CCN(C(C4CC4)=O)C3)C2)=O)CC1, predict the reaction product. The product is: [CH:1]1([C:4]([N:6]2[CH2:10][CH2:9][C@@H:8]([CH2:11][NH2:12])[CH2:7]2)=[O:5])[CH2:2][CH2:3]1.